Dataset: NCI-60 drug combinations with 297,098 pairs across 59 cell lines. Task: Regression. Given two drug SMILES strings and cell line genomic features, predict the synergy score measuring deviation from expected non-interaction effect. (1) Drug 1: C1=C(C(=O)NC(=O)N1)N(CCCl)CCCl. Drug 2: C1=CC(=CC=C1C#N)C(C2=CC=C(C=C2)C#N)N3C=NC=N3. Cell line: SF-295. Synergy scores: CSS=16.8, Synergy_ZIP=-1.42, Synergy_Bliss=-2.20, Synergy_Loewe=-0.770, Synergy_HSA=-0.806. (2) Drug 1: C(CC(=O)O)C(=O)CN.Cl. Drug 2: C1CC(=O)NC(=O)C1N2C(=O)C3=CC=CC=C3C2=O. Cell line: NCI-H226. Synergy scores: CSS=7.09, Synergy_ZIP=1.59, Synergy_Bliss=4.97, Synergy_Loewe=-0.605, Synergy_HSA=-0.650. (3) Drug 1: CC1=C(C(CCC1)(C)C)C=CC(=CC=CC(=CC(=O)O)C)C. Drug 2: C1CCC(C(C1)N)N.C(=O)(C(=O)[O-])[O-].[Pt+4]. Cell line: NCI-H322M. Synergy scores: CSS=3.24, Synergy_ZIP=-0.736, Synergy_Bliss=-1.68, Synergy_Loewe=-1.32, Synergy_HSA=-2.95.